Dataset: Catalyst prediction with 721,799 reactions and 888 catalyst types from USPTO. Task: Predict which catalyst facilitates the given reaction. (1) Reactant: [OH-:1].[Na+].[CH2:3]([O:18]P(OP([O-])([O-])=O)(=O)[O-])[CH:4]=[C:5]([CH2:7][CH2:8]C=C(CCC=C(C)C)C)[CH3:6].C(C/C(/C)=C/CC/C(/C)=C/C[O:45]P(OP([O-])([O-])=O)(=O)[O-])/C=C(/CCC=C(C)C)\C. Product: [CH3:6][C:5]1([OH:45])[CH2:4][C:3](=[O:18])[O:1][CH2:8][CH2:7]1. The catalyst class is: 8. (2) Reactant: [Br-].[NH2:2][CH2:3][CH2:4][CH2:5][N+:6]([CH2:9][CH2:10][NH:11][C:12]([C:14]1[C:19]([NH2:20])=[N:18][C:17]([NH2:21])=[C:16]([Cl:22])[N:15]=1)=[O:13])([CH3:8])[CH3:7].[Cl:23][C:24]1[CH:29]=[CH:28][C:27]([CH2:30][C:31](O)=[O:32])=[CH:26][CH:25]=1.CN1CCOCC1.CN(C(ON1N=NC2C=CC=NC1=2)=[N+](C)C)C.[F:58][P-:59]([F:64])([F:63])([F:62])([F:61])[F:60]. Product: [F:58][P-:59]([F:64])([F:63])([F:62])([F:61])[F:60].[Cl:23][C:24]1[CH:29]=[CH:28][C:27]([CH2:30][C:31]([NH:2][CH2:3][CH2:4][CH2:5][N+:6]([CH2:9][CH2:10][NH:11][C:12]([C:14]2[C:19]([NH2:20])=[N:18][C:17]([NH2:21])=[C:16]([Cl:22])[N:15]=2)=[O:13])([CH3:7])[CH3:8])=[O:32])=[CH:26][CH:25]=1. The catalyst class is: 3. (3) Reactant: [CH3:1][C:2]1[C:11]2[C:6](=[CH:7][CH:8]=[CH:9][CH:10]=2)[CH:5]=[C:4]([C:12]([OH:14])=O)[N:3]=1.[NH:15]1[CH:19]=[CH:18][N:17]=[C:16]1[NH:20][C:21]([C:23]1[C:31]2[NH:30][C:29]([NH2:32])=[N:28][C:27]=2[CH:26]=[CH:25][CH:24]=1)=[O:22].CN(C(ON1N=NC2C=CC=CC1=2)=[N+](C)C)C.F[P-](F)(F)(F)(F)F.CCN(C(C)C)C(C)C. Product: [NH:17]1[CH:18]=[CH:19][N:15]=[C:16]1[NH:20][C:21]([C:23]1[C:31]2[N:30]=[C:29]([NH:32][C:12]([C:4]3[N:3]=[C:2]([CH3:1])[C:11]4[C:6]([CH:5]=3)=[CH:7][CH:8]=[CH:9][CH:10]=4)=[O:14])[NH:28][C:27]=2[CH:26]=[CH:25][CH:24]=1)=[O:22]. The catalyst class is: 3. (4) Reactant: FC(F)(F)C(O)=O.[F:8][C:9]1[CH:10]=[C:11]([CH:14]=[CH:15][C:16]=1[N:17]([CH3:28])[C:18]1[N:23]=[CH:22][C:21]2[N:24]=[CH:25][N:26]([CH3:27])[C:20]=2[CH:19]=1)[C:12]#[N:13].[BH4-].[Na+]. Product: [F:8][C:9]1[CH:10]=[C:11]([CH:14]=[CH:15][C:16]=1[N:17]([CH3:28])[C:18]1[N:23]=[CH:22][C:21]2[N:24]=[CH:25][N:26]([CH3:27])[C:20]=2[CH:19]=1)[CH2:12][NH2:13]. The catalyst class is: 5. (5) Reactant: [Cl:1][C:2]1[CH:9]=[CH:8][C:5]([C:6]#[N:7])=[C:4](F)[CH:3]=1.[CH2:11]([OH:14])[CH2:12][OH:13].C([O-])([O-])=O.[K+].[K+]. Product: [Cl:1][C:2]1[CH:9]=[CH:8][C:5]([C:6]#[N:7])=[C:4]([O:13][CH2:12][CH2:11][OH:14])[CH:3]=1. The catalyst class is: 3. (6) Reactant: Cl.[CH3:2][N:3]1[C:7]([N:8](C(OC(C)(C)C)=O)[NH:9]C(OC(C)(C)C)=O)=[CH:6][CH:5]=[N:4]1.O=[C:25]([CH2:31][C:32](=O)[CH3:33])[C:26]([O:28][CH2:29][CH3:30])=[O:27]. Product: [CH3:2][N:3]1[C:7]([N:8]2[C:32]([CH3:33])=[CH:31][C:25]([C:26]([O:28][CH2:29][CH3:30])=[O:27])=[N:9]2)=[CH:6][CH:5]=[N:4]1. The catalyst class is: 346.